Dataset: Full USPTO retrosynthesis dataset with 1.9M reactions from patents (1976-2016). Task: Predict the reactants needed to synthesize the given product. The reactants are: [CH3:1][C@H:2]1[CH2:7][N:6]2[N:8]=[CH:9][C:10]([N:11]3[CH2:15][CH:14]([C:16]4[CH:21]=[CH:20][CH:19]=[CH:18][CH:17]=4)[O:13][C:12]3=[O:22])=[C:5]2[CH2:4][NH:3]1.CCN(C(C)C)C(C)C.[F:32][C:33]1[CH:34]=[C:35]([NH:41][C:42](=O)[O:43]C2C=CC=CC=2)[CH:36]=[C:37]([F:40])[C:38]=1[F:39]. Given the product [CH3:1][C@H:2]1[CH2:7][N:6]2[N:8]=[CH:9][C:10]([N:11]3[CH2:15][CH:14]([C:16]4[CH:21]=[CH:20][CH:19]=[CH:18][CH:17]=4)[O:13][C:12]3=[O:22])=[C:5]2[CH2:4][N:3]1[C:42]([NH:41][C:35]1[CH:36]=[C:37]([F:40])[C:38]([F:39])=[C:33]([F:32])[CH:34]=1)=[O:43], predict the reactants needed to synthesize it.